From a dataset of Reaction yield outcomes from USPTO patents with 853,638 reactions. Predict the reaction yield, written as a fraction of the theoretical maximum amount of product (1.0 means a 100% yield; for example, 0.34 means a 34% yield). (1) The reactants are [ClH:1].C(OC(=O)[NH:8][CH2:9][CH2:10][NH:11][C:12]1[C:16]([C:17]2[N:21]([C:22]3[CH:27]=[CH:26][C:25]([F:28])=[C:24]([Br:29])[CH:23]=3)[C:20](=[O:30])[O:19][N:18]=2)=[N:15][O:14][N:13]=1)(C)(C)C. The catalyst is C(OCC)(=O)C. The product is [ClH:1].[NH2:8][CH2:9][CH2:10][NH:11][C:12]1[C:16]([C:17]2[N:21]([C:22]3[CH:27]=[CH:26][C:25]([F:28])=[C:24]([Br:29])[CH:23]=3)[C:20](=[O:30])[O:19][N:18]=2)=[N:15][O:14][N:13]=1. The yield is 0.950. (2) The reactants are [Br:1][C:2]1[CH:7]=[CH:6][C:5]([NH:8][C:9]2[C:10]([CH:25]=[O:26])=[CH:11][C:12]3[N:16]([CH2:17][CH2:18][S:19]([CH3:22])(=[O:21])=[O:20])[CH:15]=[N:14][C:13]=3[C:23]=2[F:24])=[C:4]([Cl:27])[CH:3]=1.C([O-])([O-])=O.[K+].[K+].S([CH2:44][N+:45]#[C-:46])(C1C=CC(C)=CC=1)(=O)=O. The catalyst is CO. The product is [Br:1][C:2]1[CH:7]=[CH:6][C:5]([NH:8][C:9]2[C:10]([C:25]3[O:26][CH:46]=[N:45][CH:44]=3)=[CH:11][C:12]3[NH:16][CH:15]=[N:14][C:13]=3[C:23]=2[F:24])=[C:4]([Cl:27])[CH:3]=1.[Br:1][C:2]1[CH:7]=[CH:6][C:5]([NH:8][C:9]2[C:10]([C:25]3[O:26][CH:46]=[N:45][CH:44]=3)=[CH:11][C:12]3[N:16]([CH2:17][CH2:18][S:19]([CH3:22])(=[O:21])=[O:20])[CH:15]=[N:14][C:13]=3[C:23]=2[F:24])=[C:4]([Cl:27])[CH:3]=1. The yield is 0.180. (3) The reactants are [CH2:1]([PH:3][CH2:4][CH3:5])[CH3:2].[Li]CCCC.Cl[CH2:12][CH2:13][N:14]([CH2:19][CH2:20]Cl)[Si](C)(C)C.[Li][P:23]([CH2:26][CH3:27])[CH2:24][CH3:25]. The catalyst is C1COCC1.O. The product is [CH2:1]([P:3]([CH2:4][CH3:5])[CH2:12][CH2:13][NH:14][CH2:19][CH2:20][P:23]([CH2:26][CH3:27])[CH2:24][CH3:25])[CH3:2]. The yield is 0.730. (4) The reactants are [CH3:1][C:2]1[C:6]([C:7]#[N:8])=[CH:5][NH:4][N:3]=1.CCN(C(C)C)C(C)C.[CH3:18][C:19]([O:22][C:23](O[C:23]([O:22][C:19]([CH3:21])([CH3:20])[CH3:18])=[O:24])=[O:24])([CH3:21])[CH3:20]. The catalyst is C(Cl)Cl.CN(C1C=CN=CC=1)C. The product is [C:7]([C:6]1[C:2]([CH3:1])=[N:3][N:4]([C:23]([O:22][C:19]([CH3:21])([CH3:20])[CH3:18])=[O:24])[CH:5]=1)#[N:8]. The yield is 0.850. (5) The reactants are [CH3:1][O:2][C:3]1[CH:4]=[C:5]2[C:10](=[CH:11][CH:12]=1)[N+:9]([O-])=[CH:8][CH:7]=[CH:6]2.O=P(Cl)(Cl)[Cl:16].C([O-])([O-])=O.[Na+].[Na+]. The catalyst is C(Cl)(Cl)Cl. The product is [Cl:16][C:8]1[CH:7]=[CH:6][C:5]2[C:10](=[CH:11][CH:12]=[C:3]([O:2][CH3:1])[CH:4]=2)[N:9]=1. The yield is 0.460. (6) The reactants are COC[O:4][C:5]1[CH:13]=[CH:12][C:8]2[O:9][CH2:10][O:11][C:7]=2[CH:6]=1.[Li]CCCC.[Cl:19]C(Cl)(Cl)C(Cl)(Cl)Cl.Cl. The catalyst is C1COCC1.CCCCCC.O.CO.C(Cl)Cl.CCCCCC. The product is [Cl:19][C:6]1[C:7]2[O:11][CH2:10][O:9][C:8]=2[CH:12]=[CH:13][C:5]=1[OH:4]. The yield is 0.530. (7) The reactants are [C:1]([O:8][CH2:9][CH3:10])(=[O:7])[C:2]([O:4]CC)=O.[C:11]([CH2:13][C:14]([O:16][CH2:17][CH3:18])=[O:15])#[N:12]. The catalyst is C(O)C. The product is [C:11]([C:13](=[C:2]([OH:4])[C:1]([O:8][CH2:9][CH3:10])=[O:7])[C:14]([O:16][CH2:17][CH3:18])=[O:15])#[N:12]. The yield is 0.950. (8) The reactants are [NH2:1][C:2]1[S:3][C:4]2[C:10]([C:11]3[CH:16]=[CH:15][CH:14]=[CH:13][CH:12]=3)=[CH:9][CH:8]=[C:7]([O:17][CH3:18])[C:5]=2[N:6]=1.Cl[C:20]([O:22][CH2:23][C:24]1[CH:29]=[CH:28][CH:27]=[CH:26][CH:25]=1)=[O:21]. The catalyst is N1C=CC=CC=1. The product is [CH2:23]([O:22][C:20](=[O:21])[NH:1][C:2]1[S:3][C:4]2[C:10]([C:11]3[CH:16]=[CH:15][CH:14]=[CH:13][CH:12]=3)=[CH:9][CH:8]=[C:7]([O:17][CH3:18])[C:5]=2[N:6]=1)[C:24]1[CH:29]=[CH:28][CH:27]=[CH:26][CH:25]=1. The yield is 0.790.